From a dataset of Reaction yield outcomes from USPTO patents with 853,638 reactions. Predict the reaction yield, written as a fraction of the theoretical maximum amount of product (1.0 means a 100% yield; for example, 0.34 means a 34% yield). (1) The reactants are [Na].Cl[C:3]1[N:11]=[C:10]2[C:6]([N:7]=[CH:8][N:9]2[CH2:12][C:13]2[CH:14]=[N:15][C:16]([CH3:19])=[CH:17][CH:18]=2)=[C:5]([NH2:20])[N:4]=1.O.[CH2:22]([OH:25])[CH2:23][OH:24]. No catalyst specified. The product is [OH:24][CH2:23][CH2:22][O:25][C:3]1[N:11]=[C:10]2[C:6]([N:7]=[CH:8][N:9]2[CH2:12][C:13]2[CH:14]=[N:15][C:16]([CH3:19])=[CH:17][CH:18]=2)=[C:5]([NH2:20])[N:4]=1. The yield is 0.940. (2) The reactants are [F:1][C:2]([F:16])([F:15])[CH2:3][CH2:4][CH2:5][O:6][C:7]1[CH:14]=[CH:13][C:10]([CH:11]=[O:12])=[CH:9][CH:8]=1.C[Si](C)(C)[C:19]([F:22])([F:21])[F:20].Cl. The catalyst is COCCOC.CCOC(C)=O.[F-].[Cs+]. The product is [F:20][C:19]([F:22])([F:21])[CH:11]([C:10]1[CH:13]=[CH:14][C:7]([O:6][CH2:5][CH2:4][CH2:3][C:2]([F:15])([F:16])[F:1])=[CH:8][CH:9]=1)[OH:12]. The yield is 1.22. (3) The reactants are [NH2:1][C:2]1[CH:7]=[CH:6][CH:5]=[CH:4][N:3]=1.C(N(CC)CC)C.[F:15][C:16]([F:27])([F:26])[C:17](O[C:17](=[O:18])[C:16]([F:27])([F:26])[F:15])=[O:18]. The catalyst is ClCCl. The product is [F:15][C:16]([F:27])([F:26])[C:17]([N:1]=[C:2]1[CH:7]=[CH:6][CH:5]=[CH:4][NH:3]1)=[O:18]. The yield is 0.710. (4) The reactants are [O:1]=[C:2]1[C:10]2([C:14]3[CH:15]=[CH:16][C:17]([O:19][CH:20]4[CH2:24][CH2:23][N:22]([C:25]([O:27][C:28]([CH3:31])([CH3:30])[CH3:29])=[O:26])[CH2:21]4)=[CH:18][C:13]=3[O:12][CH2:11]2)[C:9]2[C:4](=[CH:5][CH:6]=[CH:7][CH:8]=2)[NH:3]1.[H-].[Na+].Br[CH2:35][C:36]1[O:37][C:38]([C:41]([F:44])([F:43])[F:42])=[CH:39][CH:40]=1. The catalyst is CN(C)C=O. The product is [O:1]=[C:2]1[C:10]2([C:14]3[CH:15]=[CH:16][C:17]([O:19][CH:20]4[CH2:24][CH2:23][N:22]([C:25]([O:27][C:28]([CH3:31])([CH3:30])[CH3:29])=[O:26])[CH2:21]4)=[CH:18][C:13]=3[O:12][CH2:11]2)[C:9]2[C:4](=[CH:5][CH:6]=[CH:7][CH:8]=2)[N:3]1[CH2:35][C:36]1[O:37][C:38]([C:41]([F:44])([F:43])[F:42])=[CH:39][CH:40]=1. The yield is 0.550. (5) The reactants are C(N(C(C)C)CC)(C)C.[OH:10][C:11]1[CH:18]=[CH:17][C:14]([CH:15]=[O:16])=[CH:13][CH:12]=1.[CH3:19][O:20][CH2:21]Cl. The catalyst is ClCCl. The product is [CH3:19][O:20][CH2:21][O:10][C:11]1[CH:18]=[CH:17][C:14]([CH:15]=[O:16])=[CH:13][CH:12]=1. The yield is 0.830. (6) The reactants are C([O:4][C@H:5]1[C@@H:27]([O:28]C(=O)C)[C@H:26]([O:32]C(=O)C)[C@@H:25]([CH2:36][O:37]C(=O)C)[O:24][C@@H:6]1[O:7][C:8]1[CH:13]=[CH:12][C:11]([C:14]2[CH:15]=[C:16]3[CH:22]=[CH:21][NH:20][C:17]3=[N:18][CH:19]=2)=[CH:10][C:9]=1[Cl:23])(=O)C.CO[Na].CO. The catalyst is CO. The product is [O:7]([C:8]1[CH:13]=[CH:12][C:11]([C:14]2[CH:15]=[C:16]3[CH:22]=[CH:21][NH:20][C:17]3=[N:18][CH:19]=2)=[CH:10][C:9]=1[Cl:23])[C@H:6]1[O:24][C@H:25]([CH2:36][OH:37])[C@@H:26]([OH:32])[C@H:27]([OH:28])[C@@H:5]1[OH:4]. The yield is 0.420. (7) The reactants are [CH3:1][N:2]1[C:6]2[CH:7]=[CH:8][C:9]3[CH:10]=[CH:11][CH:12]=[N:13][C:14]=3[C:5]=2[N:4]=[C:3]1[CH2:15][OH:16]. The catalyst is C(Cl)Cl.[O-2].[Mn+4].[O-2]. The product is [CH3:1][N:2]1[C:6]2[CH:7]=[CH:8][C:9]3[CH:10]=[CH:11][CH:12]=[N:13][C:14]=3[C:5]=2[N:4]=[C:3]1[CH:15]=[O:16]. The yield is 0.675. (8) The reactants are [CH:1]([C:3]1[CH:10]=[CH:9][C:6]([C:7]#[N:8])=[CH:5][CH:4]=1)=[O:2].[CH2:11](O)[CH2:12][OH:13].C(=O)(O)[O-].[Na+]. The catalyst is C1(C)C=CC=CC=1.O.C1(C)C=CC(S(O)(=O)=O)=CC=1. The product is [O:2]1[CH2:11][CH2:12][O:13][CH:1]1[C:3]1[CH:10]=[CH:9][C:6]([C:7]#[N:8])=[CH:5][CH:4]=1. The yield is 0.940. (9) The reactants are OC1C(C2(CO)C3C(=CC=CC=3)N(CC[CH2:22][N:23]3[C:31](=[O:32])[C:30]4[C:25](=[CH:26][CH:27]=[CH:28][CH:29]=4)[C:24]3=[O:33])C2=O)=CC2OCOC=2C=1.C1([CH2:40][CH2:41][N:42]2[C:50]3[C:45](=[CH:46][CH:47]=[CH:48][CH:49]=3)[C:44]([C:53]3[C:61]([OH:62])=[CH:60][C:56]4[O:57][CH2:58][O:59][C:55]=4[CH:54]=3)([CH2:51]O)[C:43]2=[O:63])CC1. No catalyst specified. The product is [O:63]=[C:43]1[C:44]2([C:53]3=[CH:54][C:55]4[O:59][CH2:58][O:57][C:56]=4[CH:60]=[C:61]3[O:62][CH2:51]2)[C:45]2[C:50](=[CH:49][CH:48]=[CH:47][CH:46]=2)[N:42]1[CH2:41][CH2:40][CH2:22][N:23]1[C:31](=[O:32])[C:30]2[C:25](=[CH:26][CH:27]=[CH:28][CH:29]=2)[C:24]1=[O:33]. The yield is 0.450.